Dataset: Reaction yield outcomes from USPTO patents with 853,638 reactions. Task: Predict the reaction yield, written as a fraction of the theoretical maximum amount of product (1.0 means a 100% yield; for example, 0.34 means a 34% yield). The reactants are [Br:1][C:2]1[CH:3]=[C:4]([O:15][CH:16]2[CH2:20][CH2:19][N:18](C(OC(C)(C)C)=O)[CH2:17]2)[C:5]([NH:8][C:9]2[S:10][CH:11]=[C:12]([CH3:14])[N:13]=2)=[N:6][CH:7]=1.C(Cl)[Cl:29].CO.[ClH:33]. The catalyst is O1CCOCC1. The product is [ClH:29].[ClH:33].[Br:1][C:2]1[CH:3]=[C:4]([O:15][CH:16]2[CH2:20][CH2:19][NH:18][CH2:17]2)[C:5]([NH:8][C:9]2[S:10][CH:11]=[C:12]([CH3:14])[N:13]=2)=[N:6][CH:7]=1. The yield is 0.924.